From a dataset of Reaction yield outcomes from USPTO patents with 853,638 reactions. Predict the reaction yield, written as a fraction of the theoretical maximum amount of product (1.0 means a 100% yield; for example, 0.34 means a 34% yield). The reactants are Br[C:2]1[CH:7]=[C:6]([CH2:8][O:9]C(C)(OC)C)[CH:5]=[CH:4][C:3]=1[CH2:15][O:16][C:17](OC)([CH3:19])C.C([Li])CCC.[CH3:27][CH2:28][CH2:29][CH2:30][CH2:31][CH3:32].C(O[C@@H]1[C@@H:46]([O:47][CH2:48][C:49]2[CH:54]=[CH:53][CH:52]=[CH:51][CH:50]=2)[C@H:45]([O:55][CH2:56][C:57]2[CH:62]=[CH:61][CH:60]=[CH:59][CH:58]=2)[C@@H:44]([CH2:63][O:64][CH2:65][C:66]2[CH:71]=[CH:70][CH:69]=[CH:68][CH:67]=2)[S:43]C1=O)C1C=CC=CC=1.[Cl-].[NH4+].C1(C)C=CC(S(O)(=O)=O)=CC=1.[C:86](=O)([O-])[OH:87].[Na+]. The catalyst is C1(C)C=CC=CC=1.CO.C1COCC1. The product is [CH2:86]([O:87][C@@H:19]1[C@@H:46]([O:47][CH2:48][C:49]2[CH:54]=[CH:53][CH:52]=[CH:51][CH:50]=2)[C@H:45]([O:55][CH2:56][C:57]2[CH:58]=[CH:59][CH:60]=[CH:61][CH:62]=2)[C@@H:44]([CH2:63][O:64][CH2:65][C:66]2[CH:67]=[CH:68][CH:69]=[CH:70][CH:71]=2)[S:43][C@:17]21[C:2]1[C:3](=[CH:4][CH:5]=[C:6]([CH2:8][OH:9])[CH:7]=1)[CH2:15][O:16]2)[C:29]1[CH:28]=[CH:27][CH:32]=[CH:31][CH:30]=1. The yield is 0.240.